This data is from NCI-60 drug combinations with 297,098 pairs across 59 cell lines. The task is: Regression. Given two drug SMILES strings and cell line genomic features, predict the synergy score measuring deviation from expected non-interaction effect. (1) Drug 1: C1=NC2=C(N1)C(=S)N=C(N2)N. Drug 2: B(C(CC(C)C)NC(=O)C(CC1=CC=CC=C1)NC(=O)C2=NC=CN=C2)(O)O. Cell line: U251. Synergy scores: CSS=32.9, Synergy_ZIP=4.40, Synergy_Bliss=5.36, Synergy_Loewe=10.8, Synergy_HSA=8.36. (2) Drug 1: CN1CCC(CC1)COC2=C(C=C3C(=C2)N=CN=C3NC4=C(C=C(C=C4)Br)F)OC. Drug 2: C1CN1P(=S)(N2CC2)N3CC3. Cell line: KM12. Synergy scores: CSS=4.41, Synergy_ZIP=-1.73, Synergy_Bliss=-1.76, Synergy_Loewe=-5.57, Synergy_HSA=-4.60. (3) Cell line: HCT-15. Synergy scores: CSS=-0.250, Synergy_ZIP=1.22, Synergy_Bliss=0.925, Synergy_Loewe=-3.31, Synergy_HSA=-2.99. Drug 2: C1=CC=C(C=C1)NC(=O)CCCCCCC(=O)NO. Drug 1: CCC1(CC2CC(C3=C(CCN(C2)C1)C4=CC=CC=C4N3)(C5=C(C=C6C(=C5)C78CCN9C7C(C=CC9)(C(C(C8N6C)(C(=O)OC)O)OC(=O)C)CC)OC)C(=O)OC)O.OS(=O)(=O)O. (4) Drug 1: CNC(=O)C1=NC=CC(=C1)OC2=CC=C(C=C2)NC(=O)NC3=CC(=C(C=C3)Cl)C(F)(F)F. Drug 2: C1CC(=O)NC(=O)C1N2C(=O)C3=CC=CC=C3C2=O. Cell line: TK-10. Synergy scores: CSS=-7.30, Synergy_ZIP=2.83, Synergy_Bliss=0.869, Synergy_Loewe=-3.70, Synergy_HSA=-4.39. (5) Drug 1: C1=CN(C(=O)N=C1N)C2C(C(C(O2)CO)O)O.Cl. Drug 2: C(=O)(N)NO. Cell line: HT29. Synergy scores: CSS=41.9, Synergy_ZIP=-1.54, Synergy_Bliss=-4.68, Synergy_Loewe=-47.5, Synergy_HSA=-5.10. (6) Drug 1: CC1=C2C(C(=O)C3(C(CC4C(C3C(C(C2(C)C)(CC1OC(=O)C(C(C5=CC=CC=C5)NC(=O)OC(C)(C)C)O)O)OC(=O)C6=CC=CC=C6)(CO4)OC(=O)C)OC)C)OC. Drug 2: B(C(CC(C)C)NC(=O)C(CC1=CC=CC=C1)NC(=O)C2=NC=CN=C2)(O)O. Cell line: A549. Synergy scores: CSS=33.8, Synergy_ZIP=1.15, Synergy_Bliss=-4.37, Synergy_Loewe=-11.2, Synergy_HSA=-2.50. (7) Drug 1: C1=CC=C(C=C1)NC(=O)CCCCCCC(=O)NO. Drug 2: COC1=C2C(=CC3=C1OC=C3)C=CC(=O)O2. Cell line: SF-268. Synergy scores: CSS=2.39, Synergy_ZIP=0.356, Synergy_Bliss=0.749, Synergy_Loewe=-2.14, Synergy_HSA=-1.86. (8) Drug 1: C1=C(C(=O)NC(=O)N1)N(CCCl)CCCl. Drug 2: CC1=C2C(C(=O)C3(C(CC4C(C3C(C(C2(C)C)(CC1OC(=O)C(C(C5=CC=CC=C5)NC(=O)C6=CC=CC=C6)O)O)OC(=O)C7=CC=CC=C7)(CO4)OC(=O)C)O)C)OC(=O)C. Cell line: OVCAR-5. Synergy scores: CSS=28.5, Synergy_ZIP=-5.94, Synergy_Bliss=-2.03, Synergy_Loewe=-14.1, Synergy_HSA=-0.875. (9) Drug 1: CS(=O)(=O)C1=CC(=C(C=C1)C(=O)NC2=CC(=C(C=C2)Cl)C3=CC=CC=N3)Cl. Drug 2: CC1C(C(CC(O1)OC2CC(CC3=C2C(=C4C(=C3O)C(=O)C5=CC=CC=C5C4=O)O)(C(=O)C)O)N)O. Cell line: OVCAR-4. Synergy scores: CSS=28.4, Synergy_ZIP=-3.15, Synergy_Bliss=-0.918, Synergy_Loewe=-9.25, Synergy_HSA=2.94. (10) Drug 1: CC1CCC2CC(C(=CC=CC=CC(CC(C(=O)C(C(C(=CC(C(=O)CC(OC(=O)C3CCCCN3C(=O)C(=O)C1(O2)O)C(C)CC4CCC(C(C4)OC)OCCO)C)C)O)OC)C)C)C)OC. Drug 2: C(CN)CNCCSP(=O)(O)O. Cell line: OVCAR-8. Synergy scores: CSS=1.46, Synergy_ZIP=-1.72, Synergy_Bliss=-2.34, Synergy_Loewe=-5.88, Synergy_HSA=-2.40.